Dataset: CYP1A2 inhibition data for predicting drug metabolism from PubChem BioAssay. Task: Regression/Classification. Given a drug SMILES string, predict its absorption, distribution, metabolism, or excretion properties. Task type varies by dataset: regression for continuous measurements (e.g., permeability, clearance, half-life) or binary classification for categorical outcomes (e.g., BBB penetration, CYP inhibition). Dataset: cyp1a2_veith. The drug is COCCCNC(=O)/C=C/c1cccc(Cl)c1. The result is 1 (inhibitor).